Dataset: Forward reaction prediction with 1.9M reactions from USPTO patents (1976-2016). Task: Predict the product of the given reaction. (1) Given the reactants [F:1][C:2]1[CH:3]=[C:4]([CH2:9][C@@H:10]([C:25]2[C:30]([C:31]3[CH:32]=[C:33]([CH:37]=[CH:38][CH:39]=3)[C:34]([NH2:36])=[O:35])=[CH:29][CH:28]=[CH:27][N:26]=2)[NH:11][C:12](=[O:24])CC2C3C(=CC=C(F)C=3)NC=2)[CH:5]=[C:6]([F:8])[CH:7]=1.FC(F)(F)C(O)=O.N[C@H](C1C(C2C=C(C=CC=2)C(N)=O)=CC=CN=1)CC1C=C(F)C=C(F)C=1.[C:73]([C:76]1[C:84]2[C:79](=[CH:80][CH:81]=[CH:82][CH:83]=2)[N:78]([CH2:85]C(O)=O)[CH:77]=1)(=[O:75])[CH3:74], predict the reaction product. The product is: [C:73]([C:76]1[C:84]2[C:79](=[CH:80][CH:81]=[CH:82][CH:83]=2)[N:78]([CH2:85][C:12]([NH:11][C@H:10]([C:25]2[C:30]([C:31]3[CH:32]=[C:33]([CH:37]=[CH:38][CH:39]=3)[C:34]([NH2:36])=[O:35])=[CH:29][CH:28]=[CH:27][N:26]=2)[CH2:9][C:4]2[CH:3]=[C:2]([F:1])[CH:7]=[C:6]([F:8])[CH:5]=2)=[O:24])[CH:77]=1)(=[O:75])[CH3:74]. (2) The product is: [NH2:7][C:8]1[N:9]=[C:10]([S:3]([CH3:18])(=[O:5])=[O:2])[S:11][C:12]=1[C:13](=[O:15])[CH3:14]. Given the reactants O[O:2][S:3]([O-:5])=O.[K+].[NH2:7][C:8]1[N:9]=[C:10](SC)[S:11][C:12]=1[C:13](=[O:15])[CH3:14].[CH3:18]O, predict the reaction product.